This data is from NCI-60 drug combinations with 297,098 pairs across 59 cell lines. The task is: Regression. Given two drug SMILES strings and cell line genomic features, predict the synergy score measuring deviation from expected non-interaction effect. (1) Drug 1: COC1=C(C=C2C(=C1)N=CN=C2NC3=CC(=C(C=C3)F)Cl)OCCCN4CCOCC4. Drug 2: CN(CC1=CN=C2C(=N1)C(=NC(=N2)N)N)C3=CC=C(C=C3)C(=O)NC(CCC(=O)O)C(=O)O. Cell line: OVCAR-4. Synergy scores: CSS=33.5, Synergy_ZIP=-8.70, Synergy_Bliss=-6.89, Synergy_Loewe=-2.85, Synergy_HSA=-1.31. (2) Drug 1: C1CCN(CC1)CCOC2=CC=C(C=C2)C(=O)C3=C(SC4=C3C=CC(=C4)O)C5=CC=C(C=C5)O. Drug 2: C1CN1P(=S)(N2CC2)N3CC3. Cell line: SR. Synergy scores: CSS=57.1, Synergy_ZIP=0.908, Synergy_Bliss=-0.780, Synergy_Loewe=-2.04, Synergy_HSA=0.722. (3) Drug 1: CC1CCC2CC(C(=CC=CC=CC(CC(C(=O)C(C(C(=CC(C(=O)CC(OC(=O)C3CCCCN3C(=O)C(=O)C1(O2)O)C(C)CC4CCC(C(C4)OC)O)C)C)O)OC)C)C)C)OC. Drug 2: C1=NNC2=C1C(=O)NC=N2. Cell line: SK-MEL-28. Synergy scores: CSS=14.9, Synergy_ZIP=-0.334, Synergy_Bliss=3.46, Synergy_Loewe=-2.15, Synergy_HSA=2.02. (4) Drug 1: CC1=CC2C(CCC3(C2CCC3(C(=O)C)OC(=O)C)C)C4(C1=CC(=O)CC4)C. Drug 2: C1=NNC2=C1C(=O)NC=N2. Cell line: RXF 393. Synergy scores: CSS=-2.39, Synergy_ZIP=0.647, Synergy_Bliss=-1.60, Synergy_Loewe=-5.84, Synergy_HSA=-5.79. (5) Drug 1: C1CC(C1)(C(=O)O)C(=O)O.[NH2-].[NH2-].[Pt+2]. Drug 2: CC1CCC2CC(C(=CC=CC=CC(CC(C(=O)C(C(C(=CC(C(=O)CC(OC(=O)C3CCCCN3C(=O)C(=O)C1(O2)O)C(C)CC4CCC(C(C4)OC)O)C)C)O)OC)C)C)C)OC. Cell line: EKVX. Synergy scores: CSS=6.61, Synergy_ZIP=2.19, Synergy_Bliss=6.02, Synergy_Loewe=-6.55, Synergy_HSA=1.99.